This data is from CYP1A2 inhibition data for predicting drug metabolism from PubChem BioAssay. The task is: Regression/Classification. Given a drug SMILES string, predict its absorption, distribution, metabolism, or excretion properties. Task type varies by dataset: regression for continuous measurements (e.g., permeability, clearance, half-life) or binary classification for categorical outcomes (e.g., BBB penetration, CYP inhibition). Dataset: cyp1a2_veith. (1) The compound is COC(=O)Cn1cc(/C=N/NC(=O)c2ccc(C#N)cc2F)c2ccccc21. The result is 1 (inhibitor). (2) The drug is CCOC(=O)c1ccc(NC(=O)C(=O)NCC2CCCO2)cc1. The result is 0 (non-inhibitor). (3) The compound is COC(/C=C/Nc1ccc(Br)cc1)=C(C#N)C#N. The result is 0 (non-inhibitor). (4) The drug is CC(=O)C[C@H](O)[C@@H](NC(=O)OC(C)(C)C)C(C)C. The result is 0 (non-inhibitor). (5) The compound is CCOC(=O)Cn1c(=O)oc2cc(S(=O)(=O)NCCc3ccc(OCC)c(OCC)c3)ccc21. The result is 1 (inhibitor). (6) The molecule is COC(=O)[C@@]1(Cc2ccc(F)cc2)[C@H]2c3cc(C(=O)N(C)C)n(Cc4ccc(C(F)(F)F)nc4)c3C[C@H]2CN1C(=O)c1ccccc1. The result is 0 (non-inhibitor). (7) The drug is CS(=O)(=O)O.c1ccc(-c2ccc3c(c2)c2c4n3CCN=C4CCC2)cc1. The result is 1 (inhibitor). (8) The drug is C=CC1=C(C(=O)O)N2C(=O)[C@@H](NC(=O)/C(=N\OCC(=O)O)c3csc(N)n3)[C@@H]2SC1. The result is 0 (non-inhibitor). (9) The molecule is CCCCn1c(SC(C)C(N)=O)nc2cc(C(=O)OC)ccc2c1=O. The result is 1 (inhibitor). (10) The compound is O=C1CCc2c(ccc3ccccc23)O1. The result is 1 (inhibitor).